This data is from Forward reaction prediction with 1.9M reactions from USPTO patents (1976-2016). The task is: Predict the product of the given reaction. Given the reactants [CH2:1]([NH:3][C:4]1[CH:9]=[C:8]([O:10][CH3:11])[CH:7]=[CH:6][C:5]=1[CH:12]1[CH2:21][CH2:20][C:19]2[CH:18]=[C:17]([O:22]C(=O)C(C)(C)C)[CH:16]=[CH:15][C:14]=2[CH2:13]1)[CH3:2].C(O[C:34]([N:36]1[CH2:41][CH2:40][CH:39]([C:42]2[CH:47]=[CH:46][C:45]([C:48](O)=O)=[CH:44][CH:43]=2)[CH2:38][CH2:37]1)=O)(C)(C)C, predict the reaction product. The product is: [CH2:1]([N:3]([CH2:48][C:45]1[CH:44]=[CH:43][C:42]([CH:39]2[CH2:38][CH2:37][N:36]([CH3:34])[CH2:41][CH2:40]2)=[CH:47][CH:46]=1)[C:4]1[CH:9]=[C:8]([O:10][CH3:11])[CH:7]=[CH:6][C:5]=1[CH:12]1[CH2:21][CH2:20][C:19]2[CH:18]=[C:17]([OH:22])[CH:16]=[CH:15][C:14]=2[CH2:13]1)[CH3:2].